Task: Predict the reactants needed to synthesize the given product.. Dataset: Full USPTO retrosynthesis dataset with 1.9M reactions from patents (1976-2016) (1) Given the product [Br:19][CH:2]([CH3:3])[C:1]([C:5]1[CH:6]=[CH:7][C:8]([NH:11][C:12](=[O:18])[O:13][C:14]([CH3:17])([CH3:16])[CH3:15])=[N:9][CH:10]=1)=[O:4], predict the reactants needed to synthesize it. The reactants are: [C:1]([C:5]1[CH:6]=[CH:7][C:8]([NH:11][C:12](=[O:18])[O:13][C:14]([CH3:17])([CH3:16])[CH3:15])=[N:9][CH:10]=1)(=[O:4])[CH2:2][CH3:3].[BrH:19].BrBr.C(=O)(O)[O-].[Na+]. (2) Given the product [N+:17]([C:15]1[CH:14]=[CH:13][C:11]2[NH:12][C:8]([CH2:7][N:1]3[CH2:5][CH2:4][CH2:3][CH2:2]3)=[N:9][C:10]=2[CH:16]=1)([O-:19])=[O:18], predict the reactants needed to synthesize it. The reactants are: [NH:1]1[CH2:5][CH2:4][CH2:3][CH2:2]1.Cl[CH2:7][C:8]1[NH:12][C:11]2[CH:13]=[CH:14][C:15]([N+:17]([O-:19])=[O:18])=[CH:16][C:10]=2[N:9]=1. (3) Given the product [Cl:16][C:17]1[CH:22]=[C:21]([Cl:23])[CH:20]=[CH:19][C:18]=1[N:24]1[C:28]([CH3:29])=[N:27][C:26]([NH:30][C:2]2[CH:7]=[CH:6][C:5]([N:8]3[CH:12]=[C:11]([CH3:13])[N:10]=[CH:9]3)=[C:4]([O:14][CH3:15])[CH:3]=2)=[N:25]1, predict the reactants needed to synthesize it. The reactants are: Br[C:2]1[CH:7]=[CH:6][C:5]([N:8]2[CH:12]=[C:11]([CH3:13])[N:10]=[CH:9]2)=[C:4]([O:14][CH3:15])[CH:3]=1.[Cl:16][C:17]1[CH:22]=[C:21]([Cl:23])[CH:20]=[CH:19][C:18]=1[N:24]1[C:28]([CH3:29])=[N:27][C:26]([NH2:30])=[N:25]1. (4) Given the product [CH2:31]([O:14][C:13](=[O:15])[C:12]([C:10]1[CH:9]=[C:8]2[C:3]([C@@H:4]3[CH2:23][C:22](=[O:24])[CH2:21][CH2:20][C@H:5]3[C:6]([CH3:19])([CH3:18])[O:7]2)=[C:2]([OH:1])[CH:11]=1)([CH3:16])[CH3:17])[CH2:32][CH2:33][CH3:34], predict the reactants needed to synthesize it. The reactants are: [OH:1][C:2]1[CH:11]=[C:10]([C:12]([CH3:17])([CH3:16])[C:13]([OH:15])=[O:14])[CH:9]=[C:8]2[C:3]=1[C@@H:4]1[CH2:23][C:22](=[O:24])[CH2:21][CH2:20][C@H:5]1[C:6]([CH3:19])([CH3:18])[O:7]2.C(=O)(O)[O-].[Na+].Br[CH2:31][CH2:32][CH2:33][CH3:34].